Task: Predict the reaction yield, written as a fraction of the theoretical maximum amount of product (1.0 means a 100% yield; for example, 0.34 means a 34% yield).. Dataset: Reaction yield outcomes from USPTO patents with 853,638 reactions (1) The reactants are [CH2:1]([C:5]1[CH:10]=[CH:9][C:8]([C:11]#[C:12][C:13]2[CH:26]=[CH:25][CH:24]=[CH:23][C:14]=2[CH2:15][NH:16][CH2:17][CH2:18][CH2:19][CH2:20][CH2:21][CH3:22])=[CH:7][CH:6]=1)[CH2:2][CH2:3][CH3:4].[CH3:27][C:28]1([CH3:42])[O:33][C:32]2[CH:34]=[CH:35][C:36]([C:38]([OH:40])=O)=[CH:37][C:31]=2[C:30](=[O:41])[O:29]1.CCN=C=NCCCN(C)C.Cl.CCN(C(C)C)C(C)C.C1C=CC2N(O)N=NC=2C=1. The catalyst is C(Cl)Cl. The product is [CH2:1]([C:5]1[CH:10]=[CH:9][C:8]([C:11]#[C:12][C:13]2[CH:26]=[CH:25][CH:24]=[CH:23][C:14]=2[CH2:15][N:16]([CH2:17][CH2:18][CH2:19][CH2:20][CH2:21][CH3:22])[C:38]([C:36]2[CH:35]=[CH:34][C:32]3[O:33][C:28]([CH3:27])([CH3:42])[O:29][C:30](=[O:41])[C:31]=3[CH:37]=2)=[O:40])=[CH:7][CH:6]=1)[CH2:2][CH2:3][CH3:4]. The yield is 0.870. (2) The reactants are [CH3:1][N:2]1[C:6]([C:7]([F:10])([F:9])[F:8])=[CH:5][C:4]([C:11]2[S:15][C:14]([CH:16]=O)=[CH:13][CH:12]=2)=[N:3]1.[CH3:18][NH:19][CH2:20][CH:21]([C:23]1[CH:28]=[CH:27][CH:26]=[CH:25][CH:24]=1)[OH:22].C(O)(=O)C.[BH-](OC(C)=O)(OC(C)=O)OC(C)=O.[Na+]. The catalyst is CC#N.CN(C=O)C. The product is [CH3:18][N:19]([CH2:20][CH:21]([C:23]1[CH:28]=[CH:27][CH:26]=[CH:25][CH:24]=1)[OH:22])[CH2:16][C:14]1[S:15][C:11]([C:4]2[CH:5]=[C:6]([C:7]([F:8])([F:9])[F:10])[N:2]([CH3:1])[N:3]=2)=[CH:12][CH:13]=1. The yield is 0.100. (3) The reactants are [NH2:1][C:2]1[CH:7]=[C:6]([C:8]([F:11])([F:10])[F:9])[CH:5]=[CH:4][N:3]=1.[Br:12]N1C(=O)CCC1=O.C(Cl)Cl.[OH-].[Na+]. The catalyst is C(Cl)(Cl)Cl. The product is [Br:12][C:5]1[C:6]([C:8]([F:9])([F:11])[F:10])=[CH:7][C:2]([NH2:1])=[N:3][CH:4]=1. The yield is 0.800. (4) The reactants are Br[C:2]1[C:6]2=[N:7][C:8]([C:11]3[O:12][C:13]([CH3:16])=[N:14][N:15]=3)=[CH:9][CH:10]=[C:5]2[O:4][CH:3]=1.[Cl:17][C:18]1[CH:23]=[CH:22][CH:21]=[CH:20][C:19]=1B(O)O. No catalyst specified. The product is [Cl:17][C:18]1[CH:23]=[CH:22][CH:21]=[CH:20][C:19]=1[C:2]1[C:6]2=[N:7][C:8]([C:11]3[O:12][C:13]([CH3:16])=[N:14][N:15]=3)=[CH:9][CH:10]=[C:5]2[O:4][CH:3]=1. The yield is 0.0600. (5) The reactants are [Cl:1][C:2]1[CH:7]=[CH:6][C:5]([CH:8]2[CH2:13][CH2:12][CH:11]([S:14]([C:17]3[CH:22]=[CH:21][CH:20]=[C:19]([C:23]([F:26])([F:25])[F:24])[CH:18]=3)(=[O:16])=[O:15])[CH2:10][O:9]2)=[CH:4][CH:3]=1.[CH3:27]C([O-])(C)C.[K+].CI. The catalyst is C1COCC1. The product is [Cl:1][C:2]1[CH:7]=[CH:6][C:5]([CH:8]2[CH2:13][CH2:12][C:11]([CH3:27])([S:14]([C:17]3[CH:22]=[CH:21][CH:20]=[C:19]([C:23]([F:24])([F:26])[F:25])[CH:18]=3)(=[O:15])=[O:16])[CH2:10][O:9]2)=[CH:4][CH:3]=1. The yield is 0.310. (6) The reactants are [F:1][C:2]1[CH:3]=[C:4]([CH:54]=[C:55]([F:57])[CH:56]=1)[C:5]([C:7]1[CH:8]=[C:9]2[C:13](=[CH:14][CH:15]=1)[N:12](C(C1C=CC=CC=1)(C1C=CC=CC=1)C1C=CC=CC=1)[N:11]=[C:10]2[NH:35][C:36](=[O:53])[C:37]1[CH:42]=[CH:41][C:40]([N:43]2[CH2:48][CH2:47][N:46]([CH3:49])[CH2:45][CH2:44]2)=[CH:39][C:38]=1[N+:50]([O-:52])=[O:51])=[O:6].FC(F)(F)C(O)=O. The catalyst is ClCCl. The product is [F:1][C:2]1[CH:3]=[C:4]([CH:54]=[C:55]([F:57])[CH:56]=1)[C:5]([C:7]1[CH:8]=[C:9]2[C:13](=[CH:14][CH:15]=1)[NH:12][N:11]=[C:10]2[NH:35][C:36](=[O:53])[C:37]1[CH:42]=[CH:41][C:40]([N:43]2[CH2:44][CH2:45][N:46]([CH3:49])[CH2:47][CH2:48]2)=[CH:39][C:38]=1[N+:50]([O-:52])=[O:51])=[O:6]. The yield is 0.780. (7) The yield is 0.670. The catalyst is CN(C=O)C. The product is [NH2:25][C:10]1[N:9]=[C:8]([F:26])[N:7]=[C:6]2[C:11]=1[N:12]=[C:13]([CH2:14][C:15]1[C:23]([I:24])=[CH:22][C:18]3[O:19][CH2:20][O:21][C:17]=3[CH:16]=1)[N:5]2[CH2:4][CH2:3][CH2:2][NH:1][S:30]([CH:27]1[CH2:29][CH2:28]1)(=[O:32])=[O:31]. The reactants are [NH2:1][CH2:2][CH2:3][CH2:4][N:5]1[C:13]([CH2:14][C:15]2[C:23]([I:24])=[CH:22][C:18]3[O:19][CH2:20][O:21][C:17]=3[CH:16]=2)=[N:12][C:11]2[C:6]1=[N:7][C:8]([F:26])=[N:9][C:10]=2[NH2:25].[CH:27]1([S:30](Cl)(=[O:32])=[O:31])[CH2:29][CH2:28]1.C(N(CC)CC)C. (8) The reactants are [F:1][C:2]1[CH:7]=[CH:6][C:5]([N:8]2[CH2:17][CH2:16][C:15]3[C:10](=[CH:11][CH:12]=[C:13]([OH:18])[CH:14]=3)[CH:9]2[CH2:19][C:20]2[CH:25]=[CH:24][C:23](/[CH:26]=[CH:27]/[C:28]([O:30]CC)=[O:29])=[CH:22][CH:21]=2)=[CH:4][CH:3]=1.O.[OH-].[Li+]. The catalyst is O1CCCC1.O. The product is [F:1][C:2]1[CH:3]=[CH:4][C:5]([N:8]2[CH2:17][CH2:16][C:15]3[C:10](=[CH:11][CH:12]=[C:13]([OH:18])[CH:14]=3)[CH:9]2[CH2:19][C:20]2[CH:25]=[CH:24][C:23](/[CH:26]=[CH:27]/[C:28]([OH:30])=[O:29])=[CH:22][CH:21]=2)=[CH:6][CH:7]=1. The yield is 0.570. (9) The reactants are [C:1]([C:3]1[CH:4]=[C:5]([C:9]2[N:10]=[C:11]3[N:15]([C:16]=2[C:17]2[CH:22]=[CH:21][N:20]=[C:19]([NH:23][C@@H:24]4[CH2:29][CH2:28][CH2:27][N:26]([C:30]([O:32][C:33]([CH3:36])([CH3:35])[CH3:34])=[O:31])[CH2:25]4)[N:18]=2)[CH:14]=[CH:13][S:12]3)[CH:6]=[CH:7][CH:8]=1)#[N:2].[OH-:37].[Na+]. The catalyst is C(O)C. The product is [C:33]([O:32][C:30]([N:26]1[CH2:27][CH2:28][CH2:29][C@@H:24]([NH:23][C:19]2[N:18]=[C:17]([C:16]3[N:15]4[C:11]([S:12][CH:13]=[CH:14]4)=[N:10][C:9]=3[C:5]3[CH:6]=[CH:7][CH:8]=[C:3]([C:1](=[O:37])[NH2:2])[CH:4]=3)[CH:22]=[CH:21][N:20]=2)[CH2:25]1)=[O:31])([CH3:36])([CH3:35])[CH3:34]. The yield is 0.830. (10) The reactants are [CH:1]1[C:6]2=[N:7][S:8][N:9]=[C:5]2[C:4]([NH:10][C:11]2[NH:15][CH2:14][CH2:13][N:12]=2)=[C:3]([Cl:16])[CH:2]=1.C(O)(=O)C. The catalyst is CC(C)=O. The product is [CH:1]1[C:6]2=[N:7][S:8][N:9]=[C:5]2[C:4]([NH:10][C:11]2[NH:15][CH2:14][CH2:13][N:12]=2)=[C:3]([Cl:16])[CH:2]=1.[ClH:16]. The yield is 0.950.